This data is from Full USPTO retrosynthesis dataset with 1.9M reactions from patents (1976-2016). The task is: Predict the reactants needed to synthesize the given product. (1) Given the product [CH2:13]([C@@H:20]1[CH2:24][O:23][C:22](=[O:25])[N:21]1[C:9](=[O:11])[CH2:8][C:5]1[CH:6]=[CH:7][C:2]([Br:1])=[CH:3][C:4]=1[F:12])[C:14]1[CH:15]=[CH:16][CH:17]=[CH:18][CH:19]=1, predict the reactants needed to synthesize it. The reactants are: [Br:1][C:2]1[CH:7]=[CH:6][C:5]([CH2:8][C:9]([OH:11])=O)=[C:4]([F:12])[CH:3]=1.[CH2:13]([C@H:20]1[CH2:24][O:23][C:22](=[O:25])[NH:21]1)[C:14]1[CH:19]=[CH:18][CH:17]=[CH:16][CH:15]=1. (2) Given the product [O:16]=[C:15]1[O:1][N:2]=[C:3]([C:4]([O:6][CH2:7][CH3:8])=[O:5])[NH:9]1, predict the reactants needed to synthesize it. The reactants are: [OH:1][NH:2][C:3](=[NH:9])[C:4]([O:6][CH2:7][CH3:8])=[O:5].C1N=CN([C:15](N2C=NC=C2)=[O:16])C=1.C1CCN2C(=NCCC2)CC1. (3) Given the product [CH3:6][O:7][C:8]1[CH:9]=[C:10]([C:16]2[C:21]([NH:22][C:23](=[O:33])[CH:24]([O:32][S:42]([CH3:41])(=[O:44])=[O:43])[C:25]3[CH:26]=[CH:27][C:28]([CH3:31])=[CH:29][CH:30]=3)=[CH:20][CH:19]=[CH:18][N:17]=2)[CH:11]=[CH:12][C:13]=1[O:14][CH3:15], predict the reactants needed to synthesize it. The reactants are: O1CCCC1.[CH3:6][O:7][C:8]1[CH:9]=[C:10]([C:16]2[C:21]([NH:22][C:23](=[O:33])[CH:24]([OH:32])[C:25]3[CH:30]=[CH:29][C:28]([CH3:31])=[CH:27][CH:26]=3)=[CH:20][CH:19]=[CH:18][N:17]=2)[CH:11]=[CH:12][C:13]=1[O:14][CH3:15].C(N(CC)CC)C.[CH3:41][S:42](Cl)(=[O:44])=[O:43]. (4) The reactants are: [C:1]([O:5][C:6](=[O:20])[NH:7][C@@H:8]1[C:14](=O)[NH:13][C:12]2[CH:16]=[CH:17][CH:18]=[CH:19]C=2NC1)([CH3:4])([CH3:3])[CH3:2].[C:21]([O-])([O-])=O.[Cs+].[Cs+].CI.[CH3:29][N:30]([CH:32]=[O:33])[CH3:31]. Given the product [C:1]([O:5][C:6](=[O:20])[NH:7][C@@H:8]1[C:32](=[O:33])[N:30]([CH3:31])[C:29]2[CH:19]=[CH:18][CH:17]=[CH:16][C:12]=2[N:13]([CH3:21])[CH2:14]1)([CH3:2])([CH3:3])[CH3:4], predict the reactants needed to synthesize it.